Dataset: CYP3A4 inhibition data for predicting drug metabolism from PubChem BioAssay. Task: Regression/Classification. Given a drug SMILES string, predict its absorption, distribution, metabolism, or excretion properties. Task type varies by dataset: regression for continuous measurements (e.g., permeability, clearance, half-life) or binary classification for categorical outcomes (e.g., BBB penetration, CYP inhibition). Dataset: cyp3a4_veith. (1) The compound is COc1ccc(Nc2ncc(C(=O)N3CCN(Cc4ccccc4)CC3)c3ccccc23)cc1. The result is 0 (non-inhibitor). (2) The molecule is CC(=O)NC1CC2CCCC(C1)N2C(=O)Nc1ccccc1. The result is 0 (non-inhibitor). (3) The molecule is COc1ccc(N2CC(C(=O)OCC(=O)c3cccc(OC)c3)CC2=O)cc1. The result is 1 (inhibitor).